Dataset: KCNQ2 potassium channel screen with 302,405 compounds. Task: Binary Classification. Given a drug SMILES string, predict its activity (active/inactive) in a high-throughput screening assay against a specified biological target. (1) The molecule is Clc1ccc(c2c3c(sc2)nc[nH]c3=S)cc1. The result is 1 (active). (2) The compound is s1c2c(nc1C)cc1sc(nc1c2)C. The result is 0 (inactive).